Task: Predict the reaction yield, written as a fraction of the theoretical maximum amount of product (1.0 means a 100% yield; for example, 0.34 means a 34% yield).. Dataset: Reaction yield outcomes from USPTO patents with 853,638 reactions The reactants are [K+].[N:2]1([CH2:8][CH2:9][C:10]([O-:12])=O)[CH2:7][CH2:6][O:5][CH2:4][CH2:3]1.C(OC(=O)CCN1CCOCC1)C.FC(F)(F)C(O)=O.[C:33]1([C:39]2[CH:44]=[C:43]([CH:45]3[CH2:50][CH2:49][NH:48][CH2:47][CH2:46]3)[CH:42]=[CH:41][C:40]=2[NH:51][C:52]([C:54]2[NH:55][CH:56]=[C:57]([C:59]#[N:60])[N:58]=2)=[O:53])[CH2:38][CH2:37][CH2:36][CH2:35][CH:34]=1.CCN=C=NCCCN(C)C.C1C=CC2N(O)N=NC=2C=1.CCN(C(C)C)C(C)C. The catalyst is O.CN(C=O)C. The product is [C:33]1([C:39]2[CH:44]=[C:43]([CH:45]3[CH2:46][CH2:47][N:48]([C:10](=[O:12])[CH2:9][CH2:8][N:2]4[CH2:3][CH2:4][O:5][CH2:6][CH2:7]4)[CH2:49][CH2:50]3)[CH:42]=[CH:41][C:40]=2[NH:51][C:52]([C:54]2[NH:55][CH:56]=[C:57]([C:59]#[N:60])[N:58]=2)=[O:53])[CH2:38][CH2:37][CH2:36][CH2:35][CH:34]=1. The yield is 0.0600.